From a dataset of Forward reaction prediction with 1.9M reactions from USPTO patents (1976-2016). Predict the product of the given reaction. (1) Given the reactants [C:1]1([NH:7][C:8](=[O:19])[C:9]2[CH:14]=[C:13]([N+:15]([O-:17])=[O:16])[CH:12]=[CH:11][C:10]=2[F:18])[CH:6]=[CH:5][CH:4]=[CH:3][CH:2]=1.O.C1(C)C=CC(S(O)(=O)=O)=CC=1, predict the reaction product. The product is: [N+:15]([C:13]1[CH:14]=[C:9]([C:8]2[O:19][C:6]3[CH:5]=[CH:4][CH:3]=[CH:2][C:1]=3[N:7]=2)[C:10]([F:18])=[CH:11][CH:12]=1)([O-:17])=[O:16]. (2) The product is: [CH3:7][C:3]1[NH:2][C:8]2[CH2:9][CH2:10][CH2:11][C:18](=[O:21])[C:19]=2[C:4]=1[CH3:5]. Given the reactants O/[N:2]=[C:3](\[CH3:7])/[C:4](=O)[CH3:5].[CH3:8][C:9]1(C)CC(=O)C[C:11](=O)[CH2:10]1.[C:18]([OH:21])(=O)[CH3:19], predict the reaction product. (3) Given the reactants [NH2:1][C:2]1([CH2:13][C:14]([O:16][CH2:17][CH3:18])=[O:15])[CH2:5][N:4]([C:6]([O:8][C:9]([CH3:12])([CH3:11])[CH3:10])=[O:7])[CH2:3]1.CCN(CC)CC.[C:26]1([C:32]#[C:33][C:34]2[O:38][C:37]([C:39](ON3C(=O)CCC3=O)=[O:40])=[CH:36][CH:35]=2)[CH:31]=[CH:30][CH:29]=[CH:28][CH:27]=1, predict the reaction product. The product is: [CH2:17]([O:16][C:14](=[O:15])[CH2:13][C:2]1([NH:1][C:39]([C:37]2[O:38][C:34]([C:33]#[C:32][C:26]3[CH:31]=[CH:30][CH:29]=[CH:28][CH:27]=3)=[CH:35][CH:36]=2)=[O:40])[CH2:5][N:4]([C:6]([O:8][C:9]([CH3:10])([CH3:11])[CH3:12])=[O:7])[CH2:3]1)[CH3:18]. (4) Given the reactants [CH:1]1([CH:6]([NH:18][C:19]2[CH:24]=[CH:23][C:22]([C:25]([NH:27][CH2:28][CH2:29][C:30]([O:32]CC)=[O:31])=[O:26])=[CH:21][CH:20]=2)[C:7]2[O:8][C:9]3[CH:16]=[CH:15][C:14]([F:17])=[CH:13][C:10]=3[C:11]=2[CH3:12])[CH2:5][CH2:4][CH2:3][CH2:2]1.[OH-].[Na+], predict the reaction product. The product is: [CH:1]1([CH:6]([NH:18][C:19]2[CH:20]=[CH:21][C:22]([C:25]([NH:27][CH2:28][CH2:29][C:30]([OH:32])=[O:31])=[O:26])=[CH:23][CH:24]=2)[C:7]2[O:8][C:9]3[CH:16]=[CH:15][C:14]([F:17])=[CH:13][C:10]=3[C:11]=2[CH3:12])[CH2:5][CH2:4][CH2:3][CH2:2]1. (5) Given the reactants [CH3:1][C:2]1([CH3:9])[O:6][C@H:5]([CH2:7][OH:8])[CH2:4][O:3]1.CCN(CC)CC.Cl[S:18]([N:21]=C=O)(=[O:20])=[O:19].C(O)=O, predict the reaction product. The product is: [S:18](=[O:20])(=[O:19])([O:8][CH2:7][C@@H:5]1[CH2:4][O:3][C:2]([CH3:9])([CH3:1])[O:6]1)[NH2:21]. (6) Given the reactants [NH2:1][C:2]1[CH:14]=[CH:13][C:5]2[C:6](=[O:12])[N:7]([CH3:11])[CH2:8][CH2:9][O:10][C:4]=2[CH:3]=1.Cl[C:16]1[N:21]=[C:20]([NH:22][C:23]2[CH:32]=[CH:31][CH:30]=[CH:29][C:24]=2[C:25]([NH:27][CH3:28])=[O:26])[C:19]([Cl:33])=[CH:18][N:17]=1, predict the reaction product. The product is: [Cl:33][C:19]1[C:20]([NH:22][C:23]2[CH:32]=[CH:31][CH:30]=[CH:29][C:24]=2[C:25]([NH:27][CH3:28])=[O:26])=[N:21][C:16]([NH:1][C:2]2[CH:14]=[CH:13][C:5]3[C:6](=[O:12])[N:7]([CH3:11])[CH2:8][CH2:9][O:10][C:4]=3[CH:3]=2)=[N:17][CH:18]=1. (7) Given the reactants C([O:3][C:4]([C:6]1[CH:7]=[N:8][NH:9][CH:10]=1)=[O:5])C.I[C:12]1[CH:13]=[C:14]([CH3:19])[CH:15]=[C:16]([CH3:18])[CH:17]=1.CNC1CCCCC1NC.C(=O)([O-])[O-].[K+].[K+], predict the reaction product. The product is: [CH3:19][C:14]1[CH:13]=[C:12]([N:9]2[CH:10]=[C:6]([C:4]([OH:3])=[O:5])[CH:7]=[N:8]2)[CH:17]=[C:16]([CH3:18])[CH:15]=1. (8) The product is: [CH3:1][O:2][C:3]([C:4]1[CH:9]=[C:8]2[C:7](=[C:6]([CH3:11])[CH:5]=1)[NH:53][CH:51]([C:16]1[CH:19]=[CH:20][CH:21]=[C:14]([Br:13])[CH:15]=1)[CH2:52][C:23]2([CH3:24])[CH3:22])=[O:12]. Given the reactants [CH3:1][O:2][C:3](=[O:12])[C:4]1[CH:9]=[CH:8][C:7](N)=[C:6]([CH3:11])[CH:5]=1.[Br:13][C:14]1[CH:15]=[C:16]([CH:19]=[CH:20][CH:21]=1)C=O.[CH2:22]=[C:23](C)[CH3:24].FC(F)(F)S([O-])(=O)=O.[Yb+3].FC(F)(F)S([O-])(=O)=O.FC(F)(F)S([O-])(=O)=O.[C:51](#[N:53])[CH3:52], predict the reaction product.